Dataset: Reaction yield outcomes from USPTO patents with 853,638 reactions. Task: Predict the reaction yield, written as a fraction of the theoretical maximum amount of product (1.0 means a 100% yield; for example, 0.34 means a 34% yield). (1) The reactants are S1[CH2:6][CH2:5][CH:4]([CH2:7][OH:8])[CH2:3][CH2:2]1.O[O:10][S:11]([O-:13])=O.[K+]. The catalyst is CO.O. The product is [OH:8][CH2:7][CH:4]1[CH2:5][CH2:6][S:11](=[O:13])(=[O:10])[CH2:2][CH2:3]1. The yield is 0.463. (2) The reactants are C(N(CC)CC)C.[C:16](O[C:16]([O:18][C:19]([CH3:22])([CH3:21])[CH3:20])=[O:17])([O:18][C:19]([CH3:22])([CH3:21])[CH3:20])=[O:17].[Si:23]([O:30][CH2:31][CH2:32][CH2:33][O:34][C:35]1[CH:40]=[CH:39][C:38](/[C:41](/[C:49]2[CH:54]=[CH:53][C:52]([CH:55]3[CH2:57][CH2:56]3)=[C:51]([O:58][CH3:59])[N:50]=2)=[CH:42]\[C@@H:43]2[NH:47][C:46](=[O:48])[CH2:45][CH2:44]2)=[CH:37][CH:36]=1)([C:26]([CH3:29])([CH3:28])[CH3:27])([CH3:25])[CH3:24].O. The catalyst is CN(C)C1C=CN=CC=1.O1CCCC1. The product is [Si:23]([O:30][CH2:31][CH2:32][CH2:33][O:34][C:35]1[CH:40]=[CH:39][C:38](/[C:41](/[C:49]2[CH:54]=[CH:53][C:52]([CH:55]3[CH2:57][CH2:56]3)=[C:51]([O:58][CH3:59])[N:50]=2)=[CH:42]\[C@H:43]2[CH2:44][CH2:45][C:46](=[O:48])[N:47]2[C:16]([O:18][C:19]([CH3:20])([CH3:21])[CH3:22])=[O:17])=[CH:37][CH:36]=1)([C:26]([CH3:29])([CH3:28])[CH3:27])([CH3:25])[CH3:24]. The yield is 0.970. (3) The reactants are [Cl:1][C:2]1[N:3]=[C:4](Cl)[C:5]2[CH:10]=[CH:9][S:8][C:6]=2[N:7]=1.C(O)(C(F)(F)F)=O.[CH3:19][C:20]1[CH:26]=[C:25]([CH3:27])[CH:24]=[C:23]([CH3:28])[C:21]=1[NH2:22]. The catalyst is C(Cl)Cl. The product is [Cl:1][C:2]1[N:3]=[C:4]([NH:22][C:21]2[C:23]([CH3:28])=[CH:24][C:25]([CH3:27])=[CH:26][C:20]=2[CH3:19])[C:5]2[CH:10]=[CH:9][S:8][C:6]=2[N:7]=1. The yield is 0.360. (4) The reactants are ClC1C=CC=C(C(OO)=[O:9])C=1.[Cl:12][C:13]1[C:22]2[C:17](=[C:18]([CH3:25])[C:19]([O:23][CH3:24])=[CH:20][CH:21]=2)[N:16]=[CH:15][CH:14]=1. The catalyst is C(Cl)(Cl)Cl. The product is [Cl:12][C:13]1[C:22]2[C:17](=[C:18]([CH3:25])[C:19]([O:23][CH3:24])=[CH:20][CH:21]=2)[N+:16]([O-:9])=[CH:15][CH:14]=1. The yield is 0.183. (5) The reactants are [F:1][C:2]([F:11])([F:10])[C:3]1[CH:8]=[CH:7][C:6]([OH:9])=[CH:5][CH:4]=1.F[C:13]1[CH:20]=[CH:19][C:16]([CH:17]=[O:18])=[CH:15][CH:14]=1.C([O-])([O-])=O.[Cs+].[Cs+]. The catalyst is CN(C=O)C.O. The product is [F:1][C:2]([F:10])([F:11])[C:3]1[CH:4]=[CH:5][C:6]([O:9][C:13]2[CH:20]=[CH:19][C:16]([CH:17]=[O:18])=[CH:15][CH:14]=2)=[CH:7][CH:8]=1. The yield is 0.950.